Dataset: NCI-60 drug combinations with 297,098 pairs across 59 cell lines. Task: Regression. Given two drug SMILES strings and cell line genomic features, predict the synergy score measuring deviation from expected non-interaction effect. Drug 1: CC1C(C(CC(O1)OC2CC(CC3=C2C(=C4C(=C3O)C(=O)C5=C(C4=O)C(=CC=C5)OC)O)(C(=O)C)O)N)O.Cl. Drug 2: C1CN(P(=O)(OC1)NCCCl)CCCl. Cell line: OVCAR-8. Synergy scores: CSS=39.8, Synergy_ZIP=4.60, Synergy_Bliss=5.42, Synergy_Loewe=-11.8, Synergy_HSA=4.55.